From a dataset of Full USPTO retrosynthesis dataset with 1.9M reactions from patents (1976-2016). Predict the reactants needed to synthesize the given product. (1) Given the product [F:25][C:2]1([F:1])[CH2:4][CH:3]1[CH2:5][N:6]1[C:14]2[C:9](=[N:10][C:11]([C:15]3[CH2:16][CH:17]4[CH2:21][N:20]([S:36]([CH3:35])(=[O:38])=[O:37])[CH2:19][CH:18]4[CH:22]=3)=[CH:12][CH:13]=2)[N:8]([CH3:23])[C:7]1=[O:24], predict the reactants needed to synthesize it. The reactants are: [F:1][C:2]1([F:25])[CH2:4][CH:3]1[CH2:5][N:6]1[C:14]2[C:9](=[N:10][C:11]([C:15]3[CH2:16][CH:17]4[CH2:21][NH:20][CH2:19][CH:18]4[CH:22]=3)=[CH:12][CH:13]=2)[N:8]([CH3:23])[C:7]1=[O:24].CCN(C(C)C)C(C)C.[CH3:35][S:36](Cl)(=[O:38])=[O:37]. (2) Given the product [NH2:1][CH2:2][C:3]([C:6]1[NH:7][C:8]([C:21]2[CH:26]=[CH:25][N:24]=[CH:23][CH:22]=2)=[C:9]([C:11]2[CH:12]=[C:13]3[C:17](=[CH:18][CH:19]=2)[C:16](=[N:27][OH:28])[CH2:15][CH2:14]3)[N:10]=1)([CH3:5])[CH3:4], predict the reactants needed to synthesize it. The reactants are: [NH2:1][CH2:2][C:3]([C:6]1[NH:7][C:8]([C:21]2[CH:26]=[CH:25][N:24]=[CH:23][CH:22]=2)=[C:9]([C:11]2[CH:12]=[C:13]3[C:17](=[CH:18][CH:19]=2)[C:16](=O)[CH2:15][CH2:14]3)[N:10]=1)([CH3:5])[CH3:4].[NH2:27][OH:28]. (3) Given the product [CH2:16]([O:23][C:24]([NH:26][NH:27][C:12]([C:7]1[S:8][C:9]([CH3:11])=[C:10]2[C:6]=1[CH2:5][CH:4]1[C:2]([CH3:1])([CH3:15])[CH:3]12)=[O:14])=[O:25])[C:17]1[CH:22]=[CH:21][CH:20]=[CH:19][CH:18]=1, predict the reactants needed to synthesize it. The reactants are: [CH3:1][C:2]1([CH3:15])[C@@H:4]2[CH2:5][C:6]3[C:10]([C@H:3]12)=[C:9]([CH3:11])[S:8][C:7]=3[C:12]([OH:14])=O.[CH2:16]([O:23][C:24]([NH:26][NH2:27])=[O:25])[C:17]1[CH:22]=[CH:21][CH:20]=[CH:19][CH:18]=1.CCN(C(C)C)C(C)C.CN(C(ON1N=NC2C=CC=CC1=2)=[N+](C)C)C.[B-](F)(F)(F)F. (4) Given the product [CH:18]1([N:13]2[CH2:12][CH2:11][C:10]3[CH:16]=[CH:17][C:7]([C:4]4[CH:5]=[CH:6][N:1]=[CH:2][CH:3]=4)=[CH:8][C:9]=3[CH2:15][CH2:14]2)[CH2:22][CH2:21][CH2:20][CH2:19]1, predict the reactants needed to synthesize it. The reactants are: [N:1]1[CH:6]=[CH:5][C:4]([C:7]2[CH:17]=[CH:16][C:10]3[CH2:11][CH2:12][NH:13][CH2:14][CH2:15][C:9]=3[CH:8]=2)=[CH:3][CH:2]=1.[C:18]1(=O)[CH2:22][CH2:21][CH2:20][CH2:19]1.C(O)(=O)C.ClCCl.C(O[BH-](OC(=O)C)OC(=O)C)(=O)C.[Na+]. (5) Given the product [ClH:40].[CH3:43][O:44][C:45](=[O:62])[C@@H:46]([NH:61][C:22]([CH:21]1[CH2:20][C:19]2[CH:18]=[C:17]3[C:12]([O:13][C@@H:14]([C:26]4[CH:27]=[CH:28][C:29]([O:32][CH2:33][C:34]5[CH:39]=[CH:38][C:37]([Cl:40])=[C:36]([Cl:41])[CH:35]=5)=[CH:30][CH:31]=4)[C:15](=[O:25])[NH:16]3)=[CH:11][C:10]=2[CH2:9][NH:8]1)=[O:23])[CH2:47][C:48]1[CH:53]=[CH:52][C:51]([C:54]2[CH:59]=[CH:58][C:57]([CH3:60])=[CH:56][CH:55]=2)=[CH:50][CH:49]=1, predict the reactants needed to synthesize it. The reactants are: C(OC([N:8]1[CH:21]([C:22](O)=[O:23])[CH2:20][C:19]2[CH:18]=[C:17]3[C:12]([O:13][C@@H:14]([C:26]4[CH:31]=[CH:30][C:29]([O:32][CH2:33][C:34]5[CH:39]=[CH:38][C:37]([Cl:40])=[C:36]([Cl:41])[CH:35]=5)=[CH:28][CH:27]=4)[C:15](=[O:25])[NH:16]3)=[CH:11][C:10]=2[CH2:9]1)=O)(C)(C)C.Cl.[CH3:43][O:44][C:45](=[O:62])[C@@H:46]([NH2:61])[CH2:47][C:48]1[CH:53]=[CH:52][C:51]([C:54]2[CH:59]=[CH:58][C:57]([CH3:60])=[CH:56][CH:55]=2)=[CH:50][CH:49]=1. (6) Given the product [NH2:6][C:15]1[N:16]=[N:17][N:18]([CH2:20][CH:21]([F:36])[CH2:22][CH2:23][N:24]2[CH:28]=[C:27]([C:29]([O:31][C:32]([CH3:34])([CH3:33])[CH3:35])=[O:30])[N:26]=[N:25]2)[CH:19]=1, predict the reactants needed to synthesize it. The reactants are: O.NN.O=C1C2C(=CC=CC=2)C(=O)[N:6]1[C:15]1[N:16]=[N:17][N:18]([CH2:20][CH:21]([F:36])[CH2:22][CH2:23][N:24]2[CH:28]=[C:27]([C:29]([O:31][C:32]([CH3:35])([CH3:34])[CH3:33])=[O:30])[N:26]=[N:25]2)[CH:19]=1.